Dataset: Full USPTO retrosynthesis dataset with 1.9M reactions from patents (1976-2016). Task: Predict the reactants needed to synthesize the given product. (1) Given the product [CH:1]1([N:4]([CH:12]([C:14]2[CH:23]=[C:22]([O:24][CH3:25])[C:21]3[C:16](=[CH:17][CH:18]=[CH:19][CH:20]=3)[CH:15]=2)[CH3:13])[C:5](=[O:11])[O:6][C:7]([CH3:9])([CH3:10])[CH3:8])[CH2:2][CH2:3]1, predict the reactants needed to synthesize it. The reactants are: [CH:1]1([N:4]([CH:12]([C:14]2[CH:23]=[C:22]([OH:24])[C:21]3[C:16](=[CH:17][CH:18]=[CH:19][CH:20]=3)[CH:15]=2)[CH3:13])[C:5](=[O:11])[O:6][C:7]([CH3:10])([CH3:9])[CH3:8])[CH2:3][CH2:2]1.[C:25](=O)([O-])[O-].[K+].[K+].CN(C)C=O.CI. (2) Given the product [Br:8][C:9]1[C:17]2[S:16][C:15]([CH2:18][C:19]3[CH:24]=[CH:23][CH:22]=[C:21]([C:25]([F:28])([F:26])[F:27])[CH:20]=3)=[CH:14][C:13]=2[CH:12]=[CH:11][CH:10]=1, predict the reactants needed to synthesize it. The reactants are: C([SiH](CC)CC)C.[Br:8][C:9]1[C:17]2[S:16][C:15](=[CH:18][C:19]3[CH:24]=[CH:23][CH:22]=[C:21]([C:25]([F:28])([F:27])[F:26])[CH:20]=3)[C:14](=O)[C:13]=2[CH:12]=[CH:11][CH:10]=1.FC(F)(F)S(O)(=O)=O. (3) Given the product [N:30]1([C:16]2[N:15]=[C:14]([C:7]3[C:8]4[C:9](=[N:10][CH:11]=[CH:12][CH:13]=4)[N:5]([CH2:4][C:3]4[CH:26]=[CH:27][CH:28]=[CH:29][C:2]=4[F:1])[N:6]=3)[N:22]=[C:21]3[C:17]=2[N:18]([CH3:24])[C:19](=[O:23])[NH:20]3)[CH2:33][CH2:32][CH2:31]1, predict the reactants needed to synthesize it. The reactants are: [F:1][C:2]1[CH:29]=[CH:28][CH:27]=[CH:26][C:3]=1[CH2:4][N:5]1[C:9]2=[N:10][CH:11]=[CH:12][CH:13]=[C:8]2[C:7]([C:14]2[N:22]=[C:21]3[C:17]([N:18]([CH3:24])[C:19](=[O:23])[NH:20]3)=[C:16](I)[N:15]=2)=[N:6]1.[NH:30]1[CH2:33][CH2:32][CH2:31]1. (4) Given the product [F:1][C:2]1[CH:7]=[CH:6][CH:5]=[CH:4][C:3]=1[S:8][C:9]1[C:17]2[C:12](=[CH:13][CH:14]=[CH:15][CH:16]=2)[N:11]([C:19]2[N:20]=[C:21]([NH2:29])[C:22]([N+:26]([O-:28])=[O:27])=[C:23]([NH2:25])[N:24]=2)[N:10]=1, predict the reactants needed to synthesize it. The reactants are: [F:1][C:2]1[CH:7]=[CH:6][CH:5]=[CH:4][C:3]=1[S:8][C:9]1[C:17]2[C:12](=[CH:13][CH:14]=[CH:15][CH:16]=2)[NH:11][N:10]=1.Cl[C:19]1[N:24]=[C:23]([NH2:25])[C:22]([N+:26]([O-:28])=[O:27])=[C:21]([NH2:29])[N:20]=1.C1(P(C2CCCCC2)C2C=CC=CC=2C2C(C(C)C)=CC(C(C)C)=CC=2C(C)C)CCCCC1.C(=O)([O-])[O-].[Cs+].[Cs+]. (5) Given the product [F:10][C:11]1[CH:16]=[CH:15][C:14]([CH2:17][C:18]2[C:27]3[C:22](=[CH:23][CH:24]=[CH:25][CH:26]=3)[C:21](=[O:28])[NH:20][N:19]=2)=[CH:13][C:12]=1[N:29]1[C:30](=[O:31])[CH2:32][CH:33]([CH2:37][CH:38]=[CH:39][CH2:40][CH2:41][CH2:42][CH2:43][CH3:44])[C:34]1=[O:35], predict the reactants needed to synthesize it. The reactants are: C(N(C(C)C)CC)(C)C.[F:10][C:11]1[CH:16]=[CH:15][C:14]([CH2:17][C:18]2[C:27]3[C:22](=[CH:23][CH:24]=[CH:25][CH:26]=3)[C:21](=[O:28])[NH:20][N:19]=2)=[CH:13][C:12]=1[NH:29][C:30]([CH2:32][CH:33]([CH2:37][CH:38]=[CH:39][CH2:40][CH2:41][CH2:42][CH2:43][CH3:44])[C:34](O)=[O:35])=[O:31]. (6) The reactants are: [K+].[Br-].[ClH:3].CN1[C:10]2[C:11](OP([O-])([O-])=O)=[C:12](OC)[CH:13]=[C:14]3C=CN=[C:8]([C:9]=23)C=C1.[Na+].[Na+].Br.OC1C(O)=C2NC=CC3N=CC=C(C=1)C2=3.FC(F)(F)S(O)(=O)=O.C[N:52]1[CH:61]=[CH:60][C:59]2[N:58]=[CH:57][CH:56]=[C:55]3[CH:62]=[C:63]([O:67][CH3:68])[C:64]([O:65][CH3:66])=[C:53]1[C:54]=23. Given the product [ClH:3].[CH2:8]([N:58]1[C:59]2[CH:60]=[CH:61][N:52]=[C:53]3[C:64]([O:65][CH3:66])=[C:63]([O:67][CH3:68])[CH:62]=[C:55]([C:54]=23)[CH:56]=[CH:57]1)[C:9]1[CH:14]=[CH:13][CH:12]=[CH:11][CH:10]=1, predict the reactants needed to synthesize it. (7) The reactants are: [Br:1][C:2]1[C:11]2[C:6](=[CH:7][CH:8]=[CH:9][CH:10]=2)[CH:5]=[CH:4][C:3]=1[C:12]([OH:14])=O.Cl.[CH3:16][O:17][C:18](=[O:23])[C:19]([CH3:22])([CH3:21])[NH2:20].CN1CCOCC1.ON1C2C=CC=CC=2N=N1.Cl.CN(C)CCCN=C=NCC. Given the product [CH3:16][O:17][C:18](=[O:23])[C:19]([NH:20][C:12]([C:3]1[CH:4]=[CH:5][C:6]2[C:11](=[CH:10][CH:9]=[CH:8][CH:7]=2)[C:2]=1[Br:1])=[O:14])([CH3:22])[CH3:21], predict the reactants needed to synthesize it.